This data is from Experimentally validated miRNA-target interactions with 360,000+ pairs, plus equal number of negative samples. The task is: Binary Classification. Given a miRNA mature sequence and a target amino acid sequence, predict their likelihood of interaction. (1) The miRNA is hsa-miR-4760-3p with sequence AAAUUCAUGUUCAAUCUAAACC. The protein sequence of the target gene is MSQDDAEVASGVVLEELSSWSEEMCRRELPSVLPRLLSMYQCSESWIEHIRILKIIVEMFLPHMNHLTLEETLFSQVLPKSIKLFDGMICELTSEARELSSQNLEIQVTIRNILQAMVQVIGGFTGCVRHVCATQKSVFLGSIQSLPSFILHIIKSAFVHCKNSECVYSGRLHLVSDLLQVLFKEAYSLQKQLMGLLDTVCLDPSVDENNALIMVGVIHSLLDICSVISGMDQAFHANTWKFIIKQSLKHHSVIKSQLRHKEIISSLCEDILFSFHSCLQLAEQITQPAAQGNADYRLFQ.... Result: 0 (no interaction). (2) The miRNA is hsa-miR-4445-5p with sequence AGAUUGUUUCUUUUGCCGUGCA. The protein sequence of the target gene is MPPAGGPRTPRPHALPRSLSRLRECPGRSRIVLALGATQMALGCLIVAVSFAALALTTSARVRHSCPFWAGFSVLLSGLIGVVSWKRPLSLVITFFMLLSAVCVMLNLAGSILSCQNAQLVSSLEGCQLIKFDSVEVCVCCELQHHSSGCSNLGETLKLNPLQENCNAVRLTLKDLLFSVCALNVLSTIVCALATAMCCMQMVSADVLQMFFPHRSHSANAACVTPHGTILHQTLDFDEFIAPLPPPPYYPPEYTCTPTAEAHRGLHLDFASSPFSTLYDVAINSPGILYPAELPPPYEA.... Result: 0 (no interaction). (3) The miRNA is hsa-miR-7704 with sequence CGGGGUCGGCGGCGACGUG. Result: 0 (no interaction). The protein sequence of the target gene is MGLLHSLHAPAAALLWSCLLGLAAAQEAILHASTNGVSSLSKDYCMYYNNNWTRLPSSLENATSLSLMNLTGTALCHLSDIPPDGIRNKAVVVHWGPCHFLEKARIAQEGGAAALLIANNSVLIPSSRNKSTFQNVTVLIAVITQKDFKDMKETLGDDITVKMYSPSWPNFDYTLVVIFVIAVFTVALGGYWSGLIELENMKSVEDAEDRETRKKKDDYLTFSPLTVVVFVVICCIMIVLLYFFYRWLVYVMIAIFCIASSMSLYNCLSALIHRMPCGQCTILCCGKNIKVSLIFLSGLC.... (4) The miRNA is mmu-miR-100-5p with sequence AACCCGUAGAUCCGAACUUGUG. The protein sequence of the target gene is MRRSAAPSQLQGNSFKKPKFIPPGRSNPGLNEEITKLNPDIKLFEGVAINNTFLPSQNDLRICSLNLPSEESTREINNRDNCSGKYCFEAPTLATLDPPHTVHSAPKEVAVSKEQEEKSDSLVKYFSVVWCKPSKKKHKKWEGDAVLIVKGKSFILKNLEGKDIGRGIGYKFKELEKIEEGQTLMICGKEIEVMGVISPDDFSSGRCFQLGGGSTAISHSSQVARKCFSNPFKSVCKPSSKENRQNDFQNCKPRHDPYTPNSLVMPRPDKNHQWVFNKNCFPLVDVVIDPYLVYHLRPHQ.... Result: 0 (no interaction).